This data is from Forward reaction prediction with 1.9M reactions from USPTO patents (1976-2016). The task is: Predict the product of the given reaction. (1) Given the reactants Br[C:2]1[CH:3]=[N:4][NH:5][C:6]=1[CH:7]1[CH2:9][CH2:8]1.[B:10]1([B:10]2[O:14][C:13]([CH3:16])([CH3:15])[C:12]([CH3:18])([CH3:17])[O:11]2)[O:14][C:13]([CH3:16])([CH3:15])[C:12]([CH3:18])([CH3:17])[O:11]1.CC([O-])=O.[K+], predict the reaction product. The product is: [CH:7]1([C:6]2[NH:5][N:4]=[CH:3][C:2]=2[B:10]2[O:14][C:13]([CH3:16])([CH3:15])[C:12]([CH3:18])([CH3:17])[O:11]2)[CH2:9][CH2:8]1. (2) Given the reactants [O-2].[Cd+2:2].[CH2:3]([C:15]([OH:17])=[O:16])[CH2:4][CH2:5][CH2:6][CH2:7][CH2:8][CH2:9][CH2:10][CH2:11][CH2:12][CH2:13][CH3:14], predict the reaction product. The product is: [CH2:3]([C:15]([O-:17])=[O:16])[CH2:4][CH2:5][CH2:6][CH2:7][CH2:8][CH2:9][CH2:10][CH2:11][CH2:12][CH2:13][CH3:14].[Cd+2:2].[CH2:3]([C:15]([O-:17])=[O:16])[CH2:4][CH2:5][CH2:6][CH2:7][CH2:8][CH2:9][CH2:10][CH2:11][CH2:12][CH2:13][CH3:14]. (3) The product is: [F:24][C:16]1[CH:17]=[C:18]([N+:21]([O-:23])=[O:22])[CH:19]=[CH:20][C:15]=1[O:14][C:12]1[CH:11]=[CH:10][N:9]=[C:8]2[NH:7][CH:6]=[C:41]([C:39]([O:38][CH3:37])=[O:40])[C:13]=12. Given the reactants ClC(Cl)(Cl)C(C1[C:13]2[C:8](=[N:9][CH:10]=[CH:11][C:12]=2[O:14][C:15]2[CH:20]=[CH:19][C:18]([N+:21]([O-:23])=[O:22])=[CH:17][C:16]=2[F:24])[NH:7][CH:6]=1)=O.CO.C1COCC1.[OH-].[Na+].C[CH2:37][O:38][C:39]([CH3:41])=[O:40], predict the reaction product. (4) The product is: [CH3:24][C:10]1[CH:11]=[C:12]([C:14]2[CH:19]=[CH:18][C:17]([C:20]([F:23])([F:22])[F:21])=[CH:16][CH:15]=2)[N:13]=[C:8]([C:4]2[CH:3]=[C:2]([C:29]3[CH:30]=[CH:31][C:26]([NH2:25])=[N:27][CH:28]=3)[CH:7]=[CH:6][CH:5]=2)[N:9]=1. Given the reactants Br[C:2]1[CH:3]=[C:4]([C:8]2[N:13]=[C:12]([C:14]3[CH:19]=[CH:18][C:17]([C:20]([F:23])([F:22])[F:21])=[CH:16][CH:15]=3)[CH:11]=[C:10]([CH3:24])[N:9]=2)[CH:5]=[CH:6][CH:7]=1.[NH2:25][C:26]1[CH:31]=[CH:30][C:29](B2OC(C)(C)C(C)(C)O2)=[CH:28][N:27]=1, predict the reaction product. (5) The product is: [NH2:15][C:16]1[C:25]([CH2:26][CH2:27][O:28][CH2:29][CH3:30])=[CH:24][C:19]([C:20]([O:22][CH3:23])=[O:21])=[C:18]([Cl:31])[C:17]=1[C:32]#[CH:33]. Given the reactants NC1C=CC(C(OC)=O)=C(Cl)C=1C#C.[NH2:15][C:16]1[C:25]([CH2:26][CH2:27][O:28][CH2:29][CH3:30])=[CH:24][C:19]([C:20]([O:22][CH3:23])=[O:21])=[C:18]([Cl:31])[C:17]=1[C:32]#[C:33][Si](C)(C)C, predict the reaction product.